The task is: Predict the product of the given reaction.. This data is from Forward reaction prediction with 1.9M reactions from USPTO patents (1976-2016). The product is: [CH3:3][CH:2]([C:4]1[CH:19]=[CH:18][C:7]([O:8][CH2:9][C@@H:10]2[CH2:12][C@H:11]2[C:13]([OH:15])=[O:14])=[CH:6][CH:5]=1)[CH3:1]. Given the reactants [CH3:1][CH:2]([C:4]1[CH:19]=[CH:18][C:7]([O:8][CH2:9][C@@H:10]2[CH2:12][C@H:11]2[C:13]([O:15]CC)=[O:14])=[CH:6][CH:5]=1)[CH3:3].[OH-].[Na+].Cl, predict the reaction product.